Dataset: Forward reaction prediction with 1.9M reactions from USPTO patents (1976-2016). Task: Predict the product of the given reaction. (1) The product is: [C:7]([CH2:9][CH2:10][CH2:11][C:12]([CH3:17])([CH3:16])[C:13]([Cl:4])=[O:14])#[N:8]. Given the reactants C(Cl)(=O)C([Cl:4])=O.[C:7]([CH2:9][CH2:10][CH2:11][C:12]([CH3:17])([CH3:16])[C:13](O)=[O:14])#[N:8], predict the reaction product. (2) Given the reactants [OH:1][CH2:2][C:3]1[C:4]([C:23]2[CH:28]=[CH:27][C:26]([CH3:29])=[CH:25][CH:24]=2)=[C:5]([CH2:14][NH:15][C:16](=[O:22])[O:17][C:18]([CH3:21])([CH3:20])[CH3:19])[C:6]([CH2:10][CH:11]([CH3:13])[CH3:12])=[N:7][C:8]=1[CH3:9].C(N(CC)CC)C.O1CCCC1.[CH3:42][S:43](Cl)(=[O:45])=[O:44], predict the reaction product. The product is: [CH3:42][S:43]([O:1][CH2:2][C:3]1[C:8]([CH3:9])=[N:7][C:6]([CH2:10][CH:11]([CH3:13])[CH3:12])=[C:5]([CH2:14][NH:15][C:16]([O:17][C:18]([CH3:19])([CH3:20])[CH3:21])=[O:22])[C:4]=1[C:23]1[CH:24]=[CH:25][C:26]([CH3:29])=[CH:27][CH:28]=1)(=[O:45])=[O:44]. (3) Given the reactants [NH2:1][C:2]1[N:6]([CH2:7][CH2:8][CH2:9][CH3:10])[CH:5]=[N:4][C:3]=1[C:11]([NH2:13])=[O:12].[Br:14]N1C(=O)CCC1=O, predict the reaction product. The product is: [NH2:1][C:2]1[N:6]([CH2:7][CH2:8][CH2:9][CH3:10])[C:5]([Br:14])=[N:4][C:3]=1[C:11]([NH2:13])=[O:12].